From a dataset of Full USPTO retrosynthesis dataset with 1.9M reactions from patents (1976-2016). Predict the reactants needed to synthesize the given product. (1) Given the product [Cl-:1].[C:15]12([N:8]([C:9]3[CH:10]=[CH:11][CH:12]=[CH:13][CH:14]=3)[CH:7]=[N+:6]([C:2]34[CH2:3][CH:11]5[CH2:12][CH:13]([CH2:14][CH:9]([CH2:10]5)[CH2:5]3)[CH2:4]4)[C:19]3[CH:20]=[CH:21][CH:22]=[CH:23][CH:24]=3)[CH2:18][CH:27]3[CH2:28][CH:29]([CH2:34][CH:25]([CH2:26]3)[CH2:17]1)[CH2:16]2, predict the reactants needed to synthesize it. The reactants are: [Cl-:1].[C:2]([N:6]([C:19]1[CH:24]=[CH:23][CH:22]=[CH:21][CH:20]=1)[CH:7]=[N+:8]([C:15]([CH3:18])([CH3:17])[CH3:16])[C:9]1[CH:14]=[CH:13][CH:12]=[CH:11][CH:10]=1)([CH3:5])([CH3:4])[CH3:3].[C:25]12(N([Si](C)(C)C)C3C=CC=CC=3)[CH2:34][CH:29]3CC(C[CH:27]([CH2:28]3)[CH2:26]1)C2. (2) Given the product [CH3:23][O:11][C:10](=[O:12])[C@@H:9]([NH:8][C:6]([O:5][C:1]([CH3:4])([CH3:2])[CH3:3])=[O:7])[CH2:13][C:14]1[CH:19]=[CH:18][C:17]([N+:20]([O-:22])=[O:21])=[CH:16][CH:15]=1, predict the reactants needed to synthesize it. The reactants are: [C:1]([O:5][C:6]([NH:8][C@@H:9]([CH2:13][C:14]1[CH:19]=[CH:18][C:17]([N+:20]([O-:22])=[O:21])=[CH:16][CH:15]=1)[C:10]([OH:12])=[O:11])=[O:7])([CH3:4])([CH3:3])[CH3:2].[C:23](=O)([O-])[O-].[Na+].[Na+].CI. (3) Given the product [ClH:18].[CH3:2][C:3]12[CH2:4][C:5]([CH3:11])([CH2:6][CH:7]([CH3:9])[CH2:8]1)[CH2:13][CH2:14][NH:16]2, predict the reactants needed to synthesize it. The reactants are: B.[CH3:2][C:3]1(C)[CH2:8][C:7](C)([CH3:9])[CH2:6][C:5]([CH2:13][C:14]([NH2:16])=O)([CH:11]=C)[CH2:4]1.[ClH:18]. (4) Given the product [Cl:22][C:23]1[CH:24]=[N:25][CH:26]=[C:27]([Cl:29])[C:28]=1[CH:32]=[O:33], predict the reactants needed to synthesize it. The reactants are: C([N-]C(C)C)(C)C.[Li+].C([Li])CCC.C(NC(C)C)(C)C.Cl.[Cl:22][C:23]1[CH:24]=[N:25][CH:26]=[C:27]([Cl:29])[CH:28]=1.CN(C)[CH:32]=[O:33]. (5) Given the product [ClH:40].[NH2:26][CH2:25][C:14]1[N:15]([CH2:21][CH:22]([CH3:24])[CH3:23])[C:16](=[O:20])[C:17]2[C:12]([C:13]=1[C:34]1[CH:35]=[CH:36][CH:37]=[CH:38][CH:39]=1)=[CH:11][C:10]([C:7]1[S:8][CH:9]=[C:5]([NH:4][C:1](=[O:3])[CH3:2])[N:6]=1)=[CH:19][CH:18]=2, predict the reactants needed to synthesize it. The reactants are: [C:1]([NH:4][C:5]1[N:6]=[C:7]([C:10]2[CH:11]=[C:12]3[C:17](=[CH:18][CH:19]=2)[C:16](=[O:20])[N:15]([CH2:21][CH:22]([CH3:24])[CH3:23])[C:14]([CH2:25][NH:26]C(=O)OC(C)(C)C)=[C:13]3[C:34]2[CH:39]=[CH:38][CH:37]=[CH:36][CH:35]=2)[S:8][CH:9]=1)(=[O:3])[CH3:2].[ClH:40]. (6) The reactants are: [Cl:1][C:2]1[CH:8]=[C:7]([O:9][C:10]2[C:19]3[C:14](=[CH:15][C:16]([O:22][CH3:23])=[C:17]([O:20][CH3:21])[CH:18]=3)[N:13]=[CH:12][N:11]=2)[CH:6]=[CH:5][C:3]=1[NH2:4].ClC(Cl)(O[C:28](=[O:34])OC(Cl)(Cl)Cl)Cl.[CH2:36]([N:43]1[CH2:47][CH2:46][C@@H:45]([NH2:48])[CH2:44]1)[C:37]1[CH:42]=[CH:41][CH:40]=[CH:39][CH:38]=1.C(=O)([O-])O.[Na+]. Given the product [CH2:36]([N:43]1[CH2:47][CH2:46][C@@H:45]([NH:48][C:28]([NH:4][C:3]2[CH:5]=[CH:6][C:7]([O:9][C:10]3[C:19]4[C:14](=[CH:15][C:16]([O:22][CH3:23])=[C:17]([O:20][CH3:21])[CH:18]=4)[N:13]=[CH:12][N:11]=3)=[CH:8][C:2]=2[Cl:1])=[O:34])[CH2:44]1)[C:37]1[CH:38]=[CH:39][CH:40]=[CH:41][CH:42]=1, predict the reactants needed to synthesize it. (7) Given the product [CH3:7][C:5]1[S:4][C:3]([C:8]2[CH:9]=[CH:10][N:26]=[C:24]([NH:23][C:20]3[CH:21]=[CH:22][C:17]([O:16][CH3:15])=[CH:18][C:19]=3[CH3:27])[N:25]=2)=[C:2]([CH3:1])[N:6]=1, predict the reactants needed to synthesize it. The reactants are: [CH3:1][C:2]1[N:6]=[C:5]([CH3:7])[S:4][C:3]=1/[CH:8]=[CH:9]/[C:10](N(C)C)=O.[CH3:15][O:16][C:17]1[CH:22]=[CH:21][C:20]([NH:23][C:24]([NH2:26])=[NH:25])=[C:19]([CH3:27])[CH:18]=1. (8) Given the product [N:24]1([CH2:22][C:13]2[NH:14][C:15]([C:16]3[CH:21]=[CH:20][N:19]=[CH:18][CH:17]=3)=[C:11]([C:7]3[CH:6]=[C:5]4[C:10](=[CH:9][CH:8]=3)[C:2](=[O:1])[CH2:3][CH2:4]4)[N:12]=2)[CH2:29][CH2:28][CH2:27][CH2:26][CH2:25]1, predict the reactants needed to synthesize it. The reactants are: [O:1]=[C:2]1[C:10]2[C:5](=[CH:6][C:7]([C:11]3[N:12]=[C:13]([CH:22]=O)[NH:14][C:15]=3[C:16]3[CH:21]=[CH:20][N:19]=[CH:18][CH:17]=3)=[CH:8][CH:9]=2)[CH2:4][CH2:3]1.[NH:24]1[CH2:29][CH2:28][CH2:27][CH2:26][CH2:25]1. (9) Given the product [CH3:1][O:2][C:3](=[O:21])[C:4]1[CH:5]=[CH:6][C:7]([CH2:10][NH:11][CH2:12][C@H:13]([NH:20][CH:41]2[CH2:42][CH2:43][N:38]([CH2:37][C:34]3[CH:33]=[N:32][C:31]([C:29](=[O:30])[NH:28][CH:22]4[CH2:27][CH2:26][CH2:25][CH2:24][CH2:23]4)=[CH:36][CH:35]=3)[CH2:39][CH2:40]2)[C:14]2[CH:15]=[CH:16][CH:17]=[CH:18][CH:19]=2)=[CH:8][CH:9]=1, predict the reactants needed to synthesize it. The reactants are: [CH3:1][O:2][C:3](=[O:21])[C:4]1[CH:9]=[CH:8][C:7]([CH2:10][NH:11][CH2:12][C@H:13]([NH2:20])[C:14]2[CH:19]=[CH:18][CH:17]=[CH:16][CH:15]=2)=[CH:6][CH:5]=1.[CH:22]1([NH:28][C:29]([C:31]2[CH:36]=[CH:35][C:34]([CH2:37][N:38]3[CH2:43][CH2:42][C:41](=O)[CH2:40][CH2:39]3)=[CH:33][N:32]=2)=[O:30])[CH2:27][CH2:26][CH2:25][CH2:24][CH2:23]1. (10) Given the product [CH:24]1([C:12]2[C:11]([C:9]([OH:10])=[O:8])=[C:15]3[C:16]([CH2:22][OH:23])=[CH:17][CH:18]=[C:19]([O:20][CH3:21])[N:14]3[N:13]=2)[CH2:26][CH2:25]1, predict the reactants needed to synthesize it. The reactants are: C([O:8][C:9]([C:11]1[C:12]([CH:24]2[CH2:26][CH2:25]2)=[N:13][N:14]2[C:19]([O:20][CH3:21])=[CH:18][CH:17]=[C:16]([CH2:22][OH:23])[C:15]=12)=[O:10])C1C=CC=CC=1.[OH-].[K+].O.